From a dataset of Catalyst prediction with 721,799 reactions and 888 catalyst types from USPTO. Predict which catalyst facilitates the given reaction. (1) Reactant: [CH2:1]([O:8][CH:9]1[CH2:18][CH2:17][C:12]2(OCC[O:13]2)[CH2:11][CH2:10]1)[C:2]1[CH:7]=[CH:6][CH:5]=[CH:4][CH:3]=1.Cl. Product: [CH2:1]([O:8][CH:9]1[CH2:18][CH2:17][C:12](=[O:13])[CH2:11][CH2:10]1)[C:2]1[CH:7]=[CH:6][CH:5]=[CH:4][CH:3]=1. The catalyst class is: 20. (2) Reactant: [CH3:1][O:2][C:3]1[CH:4]=[C:5]([CH:8]=[C:9]([C:13]2[S:14][CH:15]=[CH:16][CH:17]=2)[C:10]=1[O:11][CH3:12])[CH:6]=[O:7].C1COCC1.CCO.[BH4-].[Na+]. Product: [CH3:1][O:2][C:3]1[CH:4]=[C:5]([CH2:6][OH:7])[CH:8]=[C:9]([C:13]2[S:14][CH:15]=[CH:16][CH:17]=2)[C:10]=1[O:11][CH3:12]. The catalyst class is: 6. (3) Reactant: [CH2:1]([O:5][C:6]1[C:7]2[C:14]([C:15](=[CH2:18])[C:16]#[N:17])=[CH:13][N:12](S(C3C=CC(C)=CC=3)(=O)=O)[C:8]=2[N:9]=[CH:10][N:11]=1)[CH:2]([CH3:4])[CH3:3].[OH-].[Li+].C(O)(=O)CC(CC(O)=O)(C(O)=O)O. Product: [CH2:1]([O:5][C:6]1[C:7]2[C:14]([C:15](=[CH2:18])[C:16]#[N:17])=[CH:13][NH:12][C:8]=2[N:9]=[CH:10][N:11]=1)[CH:2]([CH3:4])[CH3:3]. The catalyst class is: 12. (4) The catalyst class is: 22. Product: [Br:9][C:10]1[CH:17]=[CH:16][CH:15]=[CH:14][C:11]=1[CH2:12][N:13]1[C:29](=[O:30])[CH2:28][C:27](=[O:32])[N:5]([C:1]([CH3:4])([CH3:3])[CH3:2])[C:6]1=[O:7]. Reactant: [C:1]([N:5]=[C:6]=[O:7])([CH3:4])([CH3:3])[CH3:2].Cl.[Br:9][C:10]1[CH:17]=[CH:16][CH:15]=[CH:14][C:11]=1[CH2:12][NH2:13].C(N(C(C)C)CC)(C)C.[C:27](Cl)(=[O:32])[CH2:28][C:29](Cl)=[O:30]. (5) Reactant: [F:1][CH2:2][C@@H:3]1[CH2:7][CH2:6][N:5]([C@@H:8]([CH3:54])[CH2:9][O:10][C:11]2[CH:16]=[CH:15][C:14]([CH:17]3[C:26]([C:27]4[CH:32]=[C:31]([C:33]#[C:34][Si](C)(C)C)[CH:30]=[C:29]([O:39][CH:40]5[CH2:45][CH2:44][CH2:43][CH2:42][O:41]5)[CH:28]=4)=[C:25]([CH3:46])[C:24]4[C:19](=[CH:20][CH:21]=[C:22]([O:47][CH:48]5[CH2:53][CH2:52][CH2:51][CH2:50][O:49]5)[CH:23]=4)[O:18]3)=[CH:13][CH:12]=2)[CH2:4]1.C([O-])([O-])=O.[K+].[K+]. Product: [C:33]([C:31]1[CH:32]=[C:27]([C:26]2[CH:17]([C:14]3[CH:13]=[CH:12][C:11]([O:10][CH2:9][C@@H:8]([N:5]4[CH2:6][CH2:7][C@@H:3]([CH2:2][F:1])[CH2:4]4)[CH3:54])=[CH:16][CH:15]=3)[O:18][C:19]3[C:24]([C:25]=2[CH3:46])=[CH:23][C:22]([O:47][CH:48]2[CH2:53][CH2:52][CH2:51][CH2:50][O:49]2)=[CH:21][CH:20]=3)[CH:28]=[C:29]([O:39][CH:40]2[CH2:45][CH2:44][CH2:43][CH2:42][O:41]2)[CH:30]=1)#[CH:34]. The catalyst class is: 5. (6) Reactant: [Br:1][C:2]1[CH:7]=[CH:6][C:5]([F:8])=[CH:4][N:3]=1.C1C[O:12][CH2:11][CH2:10]1.[Li+].CC([N-]C(C)C)C.C(=O)C. Product: [Br:1][C:2]1[CH:7]=[C:6]([CH:11]([OH:12])[CH3:10])[C:5]([F:8])=[CH:4][N:3]=1. The catalyst class is: 25. (7) Reactant: CN(C(ON1N=NC2C=CC=NC1=2)=[N+](C)C)C.F[P-](F)(F)(F)(F)F.[F:25][C:26]1[N:31]=[CH:30][C:29]([C:32]([OH:34])=O)=[C:28]([CH3:35])[CH:27]=1.CCN(C(C)C)C(C)C.[CH3:45][C@@H:46]1[NH:51][CH2:50][CH2:49][N:48]([S:52]([C:55]2[CH:60]=[CH:59][C:58]([C:61]([F:64])([F:63])[F:62])=[CH:57][CH:56]=2)(=[O:54])=[O:53])[CH2:47]1. Product: [F:25][C:26]1[N:31]=[CH:30][C:29]([C:32]([N:51]2[CH2:50][CH2:49][N:48]([S:52]([C:55]3[CH:56]=[CH:57][C:58]([C:61]([F:64])([F:62])[F:63])=[CH:59][CH:60]=3)(=[O:53])=[O:54])[CH2:47][C@@H:46]2[CH3:45])=[O:34])=[C:28]([CH3:35])[CH:27]=1. The catalyst class is: 3. (8) Reactant: [Cl:1][C:2]1[CH:3]=[CH:4][C:5]2[N:6]([CH:8]=[CH:9][N:10]=2)[N:7]=1.[Br:11]Br. Product: [Br:11][C:8]1[N:6]2[N:7]=[C:2]([Cl:1])[CH:3]=[CH:4][C:5]2=[N:10][CH:9]=1. The catalyst class is: 15. (9) Product: [Br:15][CH2:10][C:9]1[N:8]=[C:7]([C:12]#[N:13])[CH:6]=[CH:5][C:4]=1[CH:1]1[CH2:3][CH2:2]1. Reactant: [CH:1]1([C:4]2[CH:5]=[CH:6][C:7]([C:12]#[N:13])=[N:8][C:9]=2[CH2:10]O)[CH2:3][CH2:2]1.C(Br)(Br)(Br)[Br:15].C1C=CC(P(C2C=CC=CC=2)C2C=CC=CC=2)=CC=1. The catalyst class is: 1.